This data is from Forward reaction prediction with 1.9M reactions from USPTO patents (1976-2016). The task is: Predict the product of the given reaction. (1) Given the reactants [NH:1]1[CH2:4][CH:3]([O:5][C:6]2[CH:11]=[CH:10][C:9]([NH:12][C:13]3[N:18]=[C:17]([C:19]4[N:23]5[CH:24]=[CH:25][CH:26]=[CH:27][C:22]5=[N:21][CH:20]=4)[C:16]([Cl:28])=[CH:15][N:14]=3)=[C:8]([O:29][CH3:30])[CH:7]=2)[CH2:2]1.[CH3:31][C@@H:32]1[CH2:34][O:33]1, predict the reaction product. The product is: [Cl:28][C:16]1[C:17]([C:19]2[N:23]3[CH:24]=[CH:25][CH:26]=[CH:27][C:22]3=[N:21][CH:20]=2)=[N:18][C:13]([NH:12][C:9]2[CH:10]=[CH:11][C:6]([O:5][CH:3]3[CH2:2][N:1]([CH2:31][C@@H:32]([OH:33])[CH3:34])[CH2:4]3)=[CH:7][C:8]=2[O:29][CH3:30])=[N:14][CH:15]=1. (2) Given the reactants Cl.[NH2:2][OH:3].C(=O)(O)[O-].[Na+].[CH:9]1([C@H:13]([NH:15][C:16]2[N:24]=[C:23]([C:25]#[N:26])[N:22]=[C:21]3[C:17]=2[N:18]([CH2:35][C@H:36]2[CH2:41][CH2:40][C@H:39]([CH3:42])[CH2:38][CH2:37]2)[C:19]([C:27]([C:29]2[CH:34]=[CH:33][CH:32]=[CH:31][CH:30]=2)=[CH2:28])=[N:20]3)[CH3:14])[CH2:12][CH2:11][CH2:10]1, predict the reaction product. The product is: [CH:9]1([C@H:13]([NH:15][C:16]2[N:24]=[C:23]([C:25](=[N:2][OH:3])[NH2:26])[N:22]=[C:21]3[C:17]=2[N:18]([CH2:35][C@H:36]2[CH2:41][CH2:40][C@H:39]([CH3:42])[CH2:38][CH2:37]2)[C:19]([C:27]([C:29]2[CH:34]=[CH:33][CH:32]=[CH:31][CH:30]=2)=[CH2:28])=[N:20]3)[CH3:14])[CH2:10][CH2:11][CH2:12]1.